Dataset: Full USPTO retrosynthesis dataset with 1.9M reactions from patents (1976-2016). Task: Predict the reactants needed to synthesize the given product. (1) Given the product [C:11]([O:10][C:8]([N:5]1[CH2:6][CH2:7][C:2]([F:1])([F:19])[CH2:3][CH:4]1[C:15]([OH:17])=[O:16])=[O:9])([CH3:14])([CH3:12])[CH3:13], predict the reactants needed to synthesize it. The reactants are: [F:1][C:2]1([F:19])[CH2:7][CH2:6][N:5]([C:8]([O:10][C:11]([CH3:14])([CH3:13])[CH3:12])=[O:9])[CH:4]([C:15]([O:17]C)=[O:16])[CH2:3]1.CO.O.[OH-].[Li+]. (2) Given the product [CH3:1][O:2][C:3]1[CH:4]=[C:5]2[C:10](=[CH:11][C:12]=1[O:13][CH3:14])[N:9]=[CH:8][CH:7]=[C:6]2[O:15][C:16]1[CH:22]=[CH:21][C:19]([NH:20][C:34](=[O:33])[O:35][CH2:26][CH2:25][CH2:24][CH3:23])=[CH:18][CH:17]=1, predict the reactants needed to synthesize it. The reactants are: [CH3:1][O:2][C:3]1[CH:4]=[C:5]2[C:10](=[CH:11][C:12]=1[O:13][CH3:14])[N:9]=[CH:8][CH:7]=[C:6]2[O:15][C:16]1[CH:22]=[CH:21][C:19]([NH2:20])=[CH:18][CH:17]=1.[C:23]1(C)C=C[CH:26]=[CH:25][CH:24]=1.ClC(Cl)([O:33][C:34](=O)[O:35]C(Cl)(Cl)Cl)Cl.C(=O)(O)[O-].[Na+]. (3) Given the product [CH3:14][N:15]1[CH2:20][CH2:19][N:18]([S:2]([C:5]2[CH:6]=[C:7]([CH:11]=[CH:12][CH:13]=2)[C:8]([OH:10])=[O:9])(=[O:4])=[O:3])[CH2:17][CH2:16]1, predict the reactants needed to synthesize it. The reactants are: Cl[S:2]([C:5]1[CH:6]=[C:7]([CH:11]=[CH:12][CH:13]=1)[C:8]([OH:10])=[O:9])(=[O:4])=[O:3].[CH3:14][N:15]1[CH2:20][CH2:19][NH:18][CH2:17][CH2:16]1. (4) Given the product [CH3:20][C:19]1[CH:21]=[CH:22][C:16]([S:13]([O:10][C:8]2[C:9]3[S:1][CH:2]=[CH:3][C:4]=3[CH:5]=[N:6][CH:7]=2)(=[O:15])=[O:14])=[CH:17][CH:18]=1, predict the reactants needed to synthesize it. The reactants are: [S:1]1[C:9]2[C:8](=[O:10])[CH2:7][N:6]=[CH:5][C:4]=2[CH:3]=[CH:2]1.[H-].[Na+].[S:13](Cl)([C:16]1[CH:22]=[CH:21][C:19]([CH3:20])=[CH:18][CH:17]=1)(=[O:15])=[O:14]. (5) Given the product [CH2:1]([N:8]1[CH2:13][CH2:12][CH:11]([O:14][C:15]2[CH:16]=[CH:17][C:18]([N+:21]([O-:23])=[O:22])=[C:19]([CH2:25][S:26]([C:29]3[C:38]4[C:33](=[CH:34][CH:35]=[CH:36][CH:37]=4)[CH:32]=[CH:31][CH:30]=3)(=[O:27])=[O:28])[CH:20]=2)[CH2:10][CH2:9]1)[C:2]1[CH:7]=[CH:6][CH:5]=[CH:4][CH:3]=1, predict the reactants needed to synthesize it. The reactants are: [CH2:1]([N:8]1[CH2:13][CH2:12][CH:11]([O:14][C:15]2[CH:20]=[CH:19][C:18]([N+:21]([O-:23])=[O:22])=[CH:17][CH:16]=2)[CH2:10][CH2:9]1)[C:2]1[CH:7]=[CH:6][CH:5]=[CH:4][CH:3]=1.Cl[CH2:25][S:26]([C:29]1[C:38]2[C:33](=[CH:34][CH:35]=[CH:36][CH:37]=2)[CH:32]=[CH:31][CH:30]=1)(=[O:28])=[O:27].CC(C)([O-])C.[K+].O. (6) Given the product [CH:24]([NH:27][CH2:28][C:29]1[CH:30]=[C:31]([CH:35]=[C:36]([C:38]([F:39])([F:40])[F:41])[CH:37]=1)[C:32]([NH:23][C:5]1[CH:4]=[CH:3][C:2]([CH3:1])=[C:7]([NH:8][C:9]2[N:13]([C:14]3[CH:19]=[C:18]([NH:20][CH3:21])[N:17]=[CH:16][N:15]=3)[N:12]=[C:11]([CH3:22])[CH:10]=2)[CH:6]=1)=[O:33])([CH3:26])[CH3:25], predict the reactants needed to synthesize it. The reactants are: [CH3:1][C:2]1[C:7]([NH:8][C:9]2[N:13]([C:14]3[CH:19]=[C:18]([NH:20][CH3:21])[N:17]=[CH:16][N:15]=3)[N:12]=[C:11]([CH3:22])[CH:10]=2)=[CH:6][C:5]([NH2:23])=[CH:4][CH:3]=1.[CH:24]([NH:27][CH2:28][C:29]1[CH:30]=[C:31]([CH:35]=[C:36]([C:38]([F:41])([F:40])[F:39])[CH:37]=1)[C:32](O)=[O:33])([CH3:26])[CH3:25].CN(C(ON1N=NC2C=CC=NC1=2)=[N+](C)C)C.F[P-](F)(F)(F)(F)F.CCN(C(C)C)C(C)C. (7) Given the product [CH3:33][C:34]1([CH3:41])[C:38]([CH3:40])([CH3:39])[O:37][B:36]([C:7]2[CH:12]=[CH:11][C:10]([N:13]3[C:17]4=[N:18][CH:19]=[CH:20][CH:21]=[C:16]4[N:15]([CH2:22][O:23][CH2:24][CH2:25][Si:26]([CH3:29])([CH3:28])[CH3:27])[C:14]3=[O:30])=[CH:9][CH:8]=2)[O:35]1, predict the reactants needed to synthesize it. The reactants are: FC(F)(F)S(O[C:7]1[CH:12]=[CH:11][C:10]([N:13]2[C:17]3=[N:18][CH:19]=[CH:20][CH:21]=[C:16]3[N:15]([CH2:22][O:23][CH2:24][CH2:25][Si:26]([CH3:29])([CH3:28])[CH3:27])[C:14]2=[O:30])=[CH:9][CH:8]=1)(=O)=O.[CH3:33][C:34]1([CH3:41])[C:38]([CH3:40])([CH3:39])[O:37][BH:36][O:35]1.C(N(CC)CC)C.